This data is from Full USPTO retrosynthesis dataset with 1.9M reactions from patents (1976-2016). The task is: Predict the reactants needed to synthesize the given product. The reactants are: [NH2:1][CH:2]([C:11]1[C:16]([O:17][CH3:18])=[CH:15][CH:14]=[CH:13][C:12]=1[O:19][CH3:20])[CH2:3][CH:4]([CH3:10])[C:5]([O:7]CC)=O.[S:21]1[C:25]([C:26]2[CH:27]=[C:28]([CH:31]=[CH:32][CH:33]=2)[CH:29]=O)=[CH:24][N:23]=[CH:22]1. Given the product [CH3:18][O:17][C:16]1[CH:15]=[CH:14][CH:13]=[C:12]([O:19][CH3:20])[C:11]=1[CH:2]1[N:1]([CH2:29][C:28]2[CH:31]=[CH:32][CH:33]=[C:26]([C:25]3[S:21][CH:22]=[N:23][CH:24]=3)[CH:27]=2)[C:5](=[O:7])[CH:4]([CH3:10])[CH2:3]1, predict the reactants needed to synthesize it.